From a dataset of Full USPTO retrosynthesis dataset with 1.9M reactions from patents (1976-2016). Predict the reactants needed to synthesize the given product. (1) Given the product [F:1][C:2]1[CH:7]=[CH:6][C:5]2[O:8][CH:10]([CH2:11][I:17])[CH2:9][C:4]=2[CH:3]=1, predict the reactants needed to synthesize it. The reactants are: [F:1][C:2]1[CH:7]=[CH:6][C:5]([OH:8])=[C:4]([CH2:9][CH:10]=[CH2:11])[CH:3]=1.Cl[Sn](Cl)(Cl)Cl.[I:17]I. (2) Given the product [Br:2][C:3]1[CH:4]=[C:5]([CH3:15])[C:6]2[N:7]([C:9]([NH:14][CH:16]=[O:17])=[C:10]([CH2:12][CH3:13])[N:11]=2)[CH:8]=1, predict the reactants needed to synthesize it. The reactants are: Cl.[Br:2][C:3]1[CH:4]=[C:5]([CH3:15])[C:6]2[N:7]([C:9]([NH2:14])=[C:10]([CH2:12][CH3:13])[N:11]=2)[CH:8]=1.[CH:16](O)=[O:17].